This data is from Catalyst prediction with 721,799 reactions and 888 catalyst types from USPTO. The task is: Predict which catalyst facilitates the given reaction. Reactant: [Al+3].[Cl-].[Cl-].[Cl-].[H-].[H-].[H-].[H-].[Li+].[Al+3].[F:11][C:12]([F:30])([F:29])[C:13]1[CH:28]=[CH:27][C:16]([O:17][C:18]2[N:23]=[CH:22][C:21]([CH2:24][C:25]#[N:26])=[CH:20][CH:19]=2)=[CH:15][CH:14]=1. Product: [F:29][C:12]([F:11])([F:30])[C:13]1[CH:28]=[CH:27][C:16]([O:17][C:18]2[N:23]=[CH:22][C:21]([CH2:24][CH2:25][NH2:26])=[CH:20][CH:19]=2)=[CH:15][CH:14]=1. The catalyst class is: 332.